From a dataset of Reaction yield outcomes from USPTO patents with 853,638 reactions. Predict the reaction yield, written as a fraction of the theoretical maximum amount of product (1.0 means a 100% yield; for example, 0.34 means a 34% yield). (1) The reactants are Cl[CH:2]([Cl:4])[CH3:3].[C:5]1([CH:11]=[CH:12][C:13]2[CH:18]=[CH:17][CH:16]=[CH:15][CH:14]=2)[CH:10]=[CH:9][CH:8]=[CH:7]C=1.[CH2:19]([Li])CCC.CCCCCC. The catalyst is O.C(OCC)C. The product is [Cl:4][C:2]1([CH3:19])[CH2:3][C:12]1([C:11]1[CH:7]=[CH:8][CH:9]=[CH:10][CH:5]=1)[C:13]1[CH:14]=[CH:15][CH:16]=[CH:17][CH:18]=1. The yield is 0.780. (2) The reactants are Br[CH2:2][C:3]1[CH:7]=[C:6]([C:8]([CH3:11])([CH3:10])[CH3:9])[S:5][C:4]=1[C:12]([O:14][CH3:15])=[O:13].[Br:16][C:17]1[C:18]([CH3:24])=[C:19]([CH:21]=[CH:22][CH:23]=1)[NH2:20].C(=O)([O-])[O-].[Cs+].[Cs+]. The catalyst is C(#N)C. The product is [Br:16][C:17]1[C:18]([CH3:24])=[C:19]([NH:20][CH2:2][C:3]2[CH:7]=[C:6]([C:8]([CH3:11])([CH3:10])[CH3:9])[S:5][C:4]=2[C:12]([O:14][CH3:15])=[O:13])[CH:21]=[CH:22][CH:23]=1. The yield is 0.700. (3) The reactants are [Si:1]([O:8][CH2:9][C:10](=O)[CH3:11])([C:4]([CH3:7])([CH3:6])[CH3:5])([CH3:3])[CH3:2].[CH3:13][C:14]([S:17]([NH2:19])=[O:18])([CH3:16])[CH3:15]. The catalyst is C1COCC1.[Cl-].[Na+].O. The product is [Si:1]([O:8][CH2:9]/[C:10](=[N:19]/[S:17]([C:14]([CH3:16])([CH3:15])[CH3:13])=[O:18])/[CH3:11])([C:4]([CH3:7])([CH3:6])[CH3:5])([CH3:3])[CH3:2]. The yield is 0.650. (4) The reactants are FC(F)(F)C([N:5]([CH2:19][C:20]#[CH:21])[CH:6]1[CH2:17][CH2:16][C:15]2[CH:14]=[C:13]3[C:9]([N:10]=[C:11]([NH2:18])[S:12]3)=[CH:8][C:7]1=2)=O.C([O-])([O-])=O.[K+].[K+].C(Cl)[Cl:31].CO. No catalyst specified. The product is [ClH:31].[ClH:31].[CH2:19]([NH:5][CH:6]1[CH2:17][CH2:16][C:15]2[CH:14]=[C:13]3[C:9]([N:10]=[C:11]([NH2:18])[S:12]3)=[CH:8][C:7]1=2)[C:20]#[CH:21]. The yield is 0.420. (5) The reactants are [NH2:1][C:2]1[NH:7][C:6](=[O:8])[C:5]([Br:9])=[C:4]([C:10]2[CH:15]=[CH:14][CH:13]=[CH:12][CH:11]=2)[N:3]=1.CCN(CC)CC.[C:23](O[C:23]([O:24][CH2:25][CH3:26])=[O:27])(=[O:27])[O:24][CH2:25][CH3:26]. The catalyst is CN(C=O)C. The product is [CH2:25]([O:24][C:23](=[O:27])[NH:1][C:2]1[NH:7][C:6](=[O:8])[C:5]([Br:9])=[C:4]([C:10]2[CH:15]=[CH:14][CH:13]=[CH:12][CH:11]=2)[N:3]=1)[CH3:26]. The yield is 0.170. (6) The reactants are C(OC(=O)[NH:7][C@@:8]12[CH2:15][C@@:12]([NH:16][C:17]([C:19]3[CH:24]=[N:23][CH:22]=[C:21]([CH3:25])[N:20]=3)=[O:18])([CH2:13][CH2:14]1)[CH2:11][CH2:10][CH2:9]2)(C)(C)C.[CH3:27][C:28]1[N:29]=[C:30]([C:33]([OH:35])=O)[S:31][CH:32]=1.C(N(CC)CC)C.F[P-](F)(F)(F)(F)F.N1(O[P+](N(C)C)(N(C)C)N(C)C)C2C=CC=CC=2N=N1. The catalyst is C(Cl)Cl.Cl.O1CCOCC1. The product is [CH3:27][C:28]1[N:29]=[C:30]([C:33]([NH:7][C@@:8]23[CH2:15][C@@:12]([NH:16][C:17]([C:19]4[CH:24]=[N:23][CH:22]=[C:21]([CH3:25])[N:20]=4)=[O:18])([CH2:13][CH2:14]2)[CH2:11][CH2:10][CH2:9]3)=[O:35])[S:31][CH:32]=1. The yield is 0.580. (7) The reactants are [H-].[Na+].Br[CH2:4][CH2:5][O:6][C:7]1[CH:12]=[CH:11][C:10]([F:13])=[CH:9][C:8]=1[C:14](=[O:16])[CH3:15]. The catalyst is C1COCC1. The product is [F:13][C:10]1[CH:11]=[CH:12][C:7]2[O:6][CH2:5][CH2:4][CH2:15][C:14](=[O:16])[C:8]=2[CH:9]=1. The yield is 0.562. (8) The reactants are Cl[C:2]1[C:7]([C:8]([F:11])([F:10])[F:9])=[CH:6][N:5]=[C:4]([NH:12][C:13]2[CH:18]=[CH:17][C:16]([P:19]([CH3:22])([CH3:21])=[O:20])=[CH:15][CH:14]=2)[N:3]=1.C([N:25]([CH2:28][CH3:29])CC)C.Cl.N[C@H:32]1CC[O:34][CH2:33]1. The catalyst is C(O)C. The product is [CH3:21][P:19]([C:16]1[CH:17]=[CH:18][C:13]([NH:12][C:4]2[N:3]=[C:2]([NH:25][CH:28]3[CH2:29][CH2:32][CH2:33][O:34]3)[C:7]([C:8]([F:11])([F:10])[F:9])=[CH:6][N:5]=2)=[CH:14][CH:15]=1)([CH3:22])=[O:20]. The yield is 0.590. (9) The reactants are COC(=O)CC[C:6]1C=C[S:8][CH:7]=1.[Br:12][C:13]1[CH:20]=[CH:19][C:16]([CH2:17]Br)=[CH:15][CH:14]=1.[C:21]([O-:24])([O-])=[O:22].[Cs+].[Cs+].[CH3:27]N(C=O)C. No catalyst specified. The product is [CH3:27][O:24][C:21](=[O:22])[CH2:6][CH2:7][S:8][CH2:17][C:16]1[CH:19]=[CH:20][C:13]([Br:12])=[CH:14][CH:15]=1. The yield is 0.870. (10) The reactants are [Br:1][C:2]1[CH:7]=[CH:6][N:5]=[C:4]([C:8]([OH:10])=O)[CH:3]=1.[O:11]1[CH:15]=[N:14][N:13]=[C:12]1[C:16]1[CH:17]=[C:18]([NH2:22])[CH:19]=[CH:20][CH:21]=1.F[P-](F)(F)(F)(F)F.N1(OC(N(C)C)=[N+](C)C)C2N=CC=CC=2N=N1.C(N(C(C)C)CC)(C)C. The catalyst is CN(C)C=O. The yield is 0.810. The product is [O:11]1[CH:15]=[N:14][N:13]=[C:12]1[C:16]1[CH:17]=[C:18]([NH:22][C:8](=[O:10])[C:4]2[CH:3]=[C:2]([Br:1])[CH:7]=[CH:6][N:5]=2)[CH:19]=[CH:20][CH:21]=1.